Predict which catalyst facilitates the given reaction. From a dataset of Catalyst prediction with 721,799 reactions and 888 catalyst types from USPTO. (1) Reactant: [OH:1][C:2]1[CH:7]=[CH:6][C:5]([CH2:8][CH:9]([NH:17][C:18](=[O:28])[C:19]2[CH:24]=[CH:23][C:22]([N+:25]([O-:27])=[O:26])=[CH:21][CH:20]=2)[C:10]([O:12][C:13]([CH3:16])([CH3:15])[CH3:14])=[O:11])=[CH:4][C:3]=1[O:29][CH3:30].[CH2:31]([O:38][C:39]1[CH:47]=[CH:46][C:42]([C:43](Cl)=[O:44])=[CH:41][CH:40]=1)[CH2:32][CH2:33][CH2:34][CH2:35][CH2:36][CH3:37]. Product: [CH2:31]([O:38][C:39]1[CH:40]=[CH:41][C:42]([C:43]([O:1][C:2]2[CH:7]=[CH:6][C:5]([CH2:8][CH:9]([NH:17][C:18](=[O:28])[C:19]3[CH:20]=[CH:21][C:22]([N+:25]([O-:27])=[O:26])=[CH:23][CH:24]=3)[C:10]([O:12][C:13]([CH3:16])([CH3:15])[CH3:14])=[O:11])=[CH:4][C:3]=2[O:29][CH3:30])=[O:44])=[CH:46][CH:47]=1)[CH2:32][CH2:33][CH2:34][CH2:35][CH2:36][CH3:37]. The catalyst class is: 2. (2) Reactant: [CH3:1][C:2]1([CH3:22])[CH2:8][NH:7][CH2:6][CH2:5][CH2:4][N:3]1[S:9]([C:12]1[CH:13]=[C:14]2[C:19](=[CH:20][CH:21]=1)[CH:18]=[N:17][CH:16]=[CH:15]2)(=[O:11])=[O:10].[ClH:23].C(OCC)C. Product: [ClH:23].[ClH:23].[CH3:1][C:2]1([CH3:22])[CH2:8][NH:7][CH2:6][CH2:5][CH2:4][N:3]1[S:9]([C:12]1[CH:13]=[C:14]2[C:19](=[CH:20][CH:21]=1)[CH:18]=[N:17][CH:16]=[CH:15]2)(=[O:11])=[O:10]. The catalyst class is: 4.